Dataset: Reaction yield outcomes from USPTO patents with 853,638 reactions. Task: Predict the reaction yield, written as a fraction of the theoretical maximum amount of product (1.0 means a 100% yield; for example, 0.34 means a 34% yield). (1) The yield is 0.390. The reactants are [OH:1][C:2]1[CH:10]=[CH:9][C:8]([C:11]2[N:12]([C:27]([O:29][C:30]([CH3:33])([CH3:32])[CH3:31])=[O:28])[C:13]3[C:18]([CH:19]=2)=[CH:17][C:16]([CH2:20][N:21]2[CH2:26][CH2:25][CH2:24][CH2:23][CH2:22]2)=[CH:15][CH:14]=3)=[C:7]2[C:3]=1[CH2:4][NH:5][C:6]2=[O:34].C1(P(C2C=CC=CC=2)C2C=CC=CC=2)C=CC=CC=1.CCOC(/N=N/C(OCC)=O)=O.C1(C)C=CC=CC=1.[CH3:73][N:74]([CH3:79])[CH2:75][CH2:76][CH2:77]O. The catalyst is C1COCC1. The product is [CH3:73][N:74]([CH3:79])[CH2:75][CH2:76][CH2:77][O:1][C:2]1[CH:10]=[CH:9][C:8]([C:11]2[N:12]([C:27]([O:29][C:30]([CH3:31])([CH3:33])[CH3:32])=[O:28])[C:13]3[C:18]([CH:19]=2)=[CH:17][C:16]([CH2:20][N:21]2[CH2:26][CH2:25][CH2:24][CH2:23][CH2:22]2)=[CH:15][CH:14]=3)=[C:7]2[C:3]=1[CH2:4][NH:5][C:6]2=[O:34]. (2) The reactants are [C:1]([O:5][C:6]([NH:8][CH2:9][C:10]([OH:12])=O)=[O:7])([CH3:4])([CH3:3])[CH3:2].CCN(C(C)C)C(C)C.CN(C(ON1N=NC2C=CC=NC1=2)=[N+](C)C)C.F[P-](F)(F)(F)(F)F.[F:46][C:47]1[CH:55]=[C:54]2[C:50]([C:51]([C:56]3[CH:57]=[CH:58][C:59]4[N:63]=[C:62]([CH2:64][NH2:65])[NH:61][C:60]=4[CH:66]=3)=[CH:52][NH:53]2)=[CH:49][CH:48]=1. The catalyst is C1COCC1.CN(C=O)C. The product is [C:1]([O:5][C:6](=[O:7])[NH:8][CH2:9][C:10]([NH:65][CH2:64][C:62]1[NH:61][C:60]2[CH:66]=[C:56]([C:51]3[C:50]4[C:54](=[CH:55][C:47]([F:46])=[CH:48][CH:49]=4)[NH:53][CH:52]=3)[CH:57]=[CH:58][C:59]=2[N:63]=1)=[O:12])([CH3:2])([CH3:3])[CH3:4]. The yield is 1.00. (3) The reactants are [NH2:1][C:2]1[N:7]([C:8]2[C:13]([F:14])=[CH:12][C:11]([OH:15])=[CH:10][C:9]=2[F:16])[C:6](=[O:17])[CH:5]=[CH:4][C:3]=1[C:18](=[O:27])[C:19]1[CH:24]=[CH:23][C:22]([F:25])=[CH:21][C:20]=1[F:26].Br[CH2:29][CH2:30][CH2:31][C@@:32]([CH3:56])([C:48]([O:50][CH:51]1[CH2:55][CH2:54][CH2:53][CH2:52]1)=[O:49])[N:33]([C:41]([O:43][C:44]([CH3:47])([CH3:46])[CH3:45])=[O:42])[C:34]([O:36][C:37]([CH3:40])([CH3:39])[CH3:38])=[O:35].C(=O)([O-])[O-].[K+].[K+].[I-].[Na+]. The catalyst is CN(C=O)C.CCOC(C)=O. The product is [NH2:1][C:2]1[N:7]([C:8]2[C:9]([F:16])=[CH:10][C:11]([O:15][CH2:29][CH2:30][CH2:31][C@@:32]([CH3:56])([C:48]([O:50][CH:51]3[CH2:52][CH2:53][CH2:54][CH2:55]3)=[O:49])[N:33]([C:34]([O:36][C:37]([CH3:38])([CH3:39])[CH3:40])=[O:35])[C:41]([O:43][C:44]([CH3:45])([CH3:46])[CH3:47])=[O:42])=[CH:12][C:13]=2[F:14])[C:6](=[O:17])[CH:5]=[CH:4][C:3]=1[C:18](=[O:27])[C:19]1[CH:24]=[CH:23][C:22]([F:25])=[CH:21][C:20]=1[F:26]. The yield is 0.590. (4) The reactants are [CH3:1][O:2][C@@H:3]([C@@H:33]([N:38]([CH3:46])[C:39](=[O:45])[C@H:40]([CH:42]([CH3:44])[CH3:43])[NH2:41])[C@@H:34]([CH3:37])[CH2:35][CH3:36])[CH2:4][C:5]([N:7]1[CH2:11][CH2:10][CH2:9][C@H:8]1[C@H:12]([O:31][CH3:32])[C@@H:13]([CH3:30])[C:14](=[O:29])[NH:15][C@H:16]([C:24]1[S:25][CH:26]=[CH:27][N:28]=1)[CH2:17][C:18]1[CH:23]=[CH:22][CH:21]=[CH:20][CH:19]=1)=[O:6].[C:47]([O:51][C:52]([N:54]1[CH2:58][CH2:57][C@:56]([F:62])([C:59](O)=[O:60])[CH2:55]1)=[O:53])([CH3:50])([CH3:49])[CH3:48].CN(C(ON1N=NC2C=CC=NC1=2)=[N+](C)C)C.F[P-](F)(F)(F)(F)F.C(N(C(C)C)CC)(C)C. The catalyst is ClCCl. The product is [F:62][C@:56]1([C:59](=[O:60])[NH:41][C@@H:40]([CH:42]([CH3:44])[CH3:43])[C:39]([N:38]([C@@H:33]([C@@H:34]([CH3:37])[CH2:35][CH3:36])[C@H:3]([O:2][CH3:1])[CH2:4][C:5]([N:7]2[CH2:11][CH2:10][CH2:9][C@H:8]2[C@H:12]([O:31][CH3:32])[C@@H:13]([CH3:30])[C:14](=[O:29])[NH:15][C@H:16]([C:24]2[S:25][CH:26]=[CH:27][N:28]=2)[CH2:17][C:18]2[CH:19]=[CH:20][CH:21]=[CH:22][CH:23]=2)=[O:6])[CH3:46])=[O:45])[CH2:57][CH2:58][N:54]([C:52]([O:51][C:47]([CH3:48])([CH3:49])[CH3:50])=[O:53])[CH2:55]1. The yield is 0.400. (5) The catalyst is CCO. The reactants are [NH2:1][C:2]1[N:7]=[C:6]([NH:8][NH2:9])[CH:5]=[C:4]([NH:10][NH2:11])[N:3]=1.[CH3:12][C:13]1[CH:20]=[CH:19][C:16]([CH:17]=O)=[CH:15][CH:14]=1. The yield is 0.630. The product is [CH3:12][C:13]1[CH:20]=[CH:19][C:16](/[CH:17]=[N:9]/[NH:8][C:6]2[CH:5]=[C:4]([NH:10]/[N:11]=[CH:12]/[C:13]3[CH:20]=[CH:19][C:16]([CH3:17])=[CH:15][CH:14]=3)[N:3]=[C:2]([NH2:1])[N:7]=2)=[CH:15][CH:14]=1.